The task is: Predict which catalyst facilitates the given reaction.. This data is from Catalyst prediction with 721,799 reactions and 888 catalyst types from USPTO. (1) Product: [CH:1]([NH:4][C:5](=[O:27])[O:6][C:7]1[CH:8]=[CH:9][C:10]2[C:11]3[N:19]([CH2:20][CH2:21][CH3:22])[C:18]([CH2:23][CH2:24][O:25][CH3:26])=[N:17][C:12]=3[C:13]([NH2:51])=[N:14][C:15]=2[CH:16]=1)([CH3:3])[CH3:2]. Reactant: [CH:1]([NH:4][C:5](=[O:27])[O:6][C:7]1[CH:8]=[CH:9][C:10]2[C:11]3[N:19]([CH2:20][CH2:21][CH3:22])[C:18]([CH2:23][CH2:24][O:25][CH3:26])=[N:17][C:12]=3[CH:13]=[N:14][C:15]=2[CH:16]=1)([CH3:3])[CH3:2].ClC1C=C(C=CC=1)C(OO)=O.C1(C)C=CC(S(Cl)(=O)=O)=CC=1.[OH-].[NH4+:51]. The catalyst class is: 22. (2) Reactant: C(=O)([O-])[O-].[K+].[K+].[C:7]1([CH:14]=[CH:13][CH:12]=[C:10]([OH:11])[CH:9]=1)[OH:8].Br[CH2:16][C:17]1[CH:22]=[CH:21][CH:20]=[C:19]([C:23]([F:26])([F:25])[F:24])[CH:18]=1. Product: [F:24][C:23]([F:25])([F:26])[C:19]1[CH:18]=[C:17]([CH:22]=[CH:21][CH:20]=1)[CH2:16][O:8][C:7]1[CH:9]=[C:10]([OH:11])[CH:12]=[CH:13][CH:14]=1. The catalyst class is: 10. (3) Reactant: [H-].[Na+].[CH2:3]([CH:7]1[CH2:16][CH2:15][C:14]2[C:9](=[CH:10][CH:11]=[C:12]([O:17][CH3:18])[CH:13]=2)[C:8]1=[O:19])[CH2:4][CH2:5][CH3:6].[CH2:20](I)[CH:21]=[CH2:22]. Product: [CH2:22]([C:7]1([CH2:3][CH2:4][CH2:5][CH3:6])[CH2:16][CH2:15][C:14]2[C:9](=[CH:10][CH:11]=[C:12]([O:17][CH3:18])[CH:13]=2)[C:8]1=[O:19])[CH:21]=[CH2:20]. The catalyst class is: 3. (4) Reactant: C(NC(C)C)(C)C.C([Li])CCC.[C:13]([OH:25])(=[O:24])[CH:14]=[CH:15][CH2:16][CH2:17][CH2:18][CH2:19][CH2:20][CH2:21][CH2:22][CH3:23].CN(P(N(C)C)(N(C)C)=O)C.[C:37](=[O:39])=[O:38]. Product: [CH2:15]([CH:14]([C:37]([OH:39])=[O:38])[C:13]([OH:25])=[O:24])[CH2:16][CH2:17][CH2:18][CH2:19][CH2:20][CH2:21][CH:22]=[CH2:23]. The catalyst class is: 1. (5) Reactant: C([O:8][C:9]([CH:11]1[CH2:15][CH2:14][CH2:13][N:12]1[CH2:16][CH3:17])=[O:10])C1C=CC=CC=1. Product: [CH2:16]([N:12]1[CH2:13][CH2:14][CH2:15][C@H:11]1[C:9]([OH:10])=[O:8])[CH3:17]. The catalyst class is: 19. (6) Reactant: [CH:1]1[C:13]2[CH:12]([CH2:14][O:15][C:16]([NH:18][CH2:19][CH2:20][N:21]([CH2:35][C:36]([O:38]C(C)(C)C)=[O:37])[S:22]([C:25]3[C:34]4[C:29](=[CH:30][CH:31]=[CH:32][CH:33]=4)[CH:28]=[CH:27][CH:26]=3)(=[O:24])=[O:23])=[O:17])[C:11]3[C:6](=[CH:7][CH:8]=[CH:9][CH:10]=3)[C:5]=2[CH:4]=[CH:3][CH:2]=1.FC(F)(F)C(O)=O. Product: [CH:10]1[C:11]2[CH:12]([CH2:14][O:15][C:16]([NH:18][CH2:19][CH2:20][N:21]([CH2:35][C:36]([OH:38])=[O:37])[S:22]([C:25]3[C:34]4[C:29](=[CH:30][CH:31]=[CH:32][CH:33]=4)[CH:28]=[CH:27][CH:26]=3)(=[O:23])=[O:24])=[O:17])[C:13]3[C:5](=[CH:4][CH:3]=[CH:2][CH:1]=3)[C:6]=2[CH:7]=[CH:8][CH:9]=1. The catalyst class is: 2. (7) Reactant: [Cl:1][C:2]1[CH:11]=[CH:10][C:9]2[N:8]=[CH:7][C:6]3[NH:12][C:13](=[O:26])[N:14]([C:15]4[CH:20]=[CH:19][C:18]([C:21]([CH3:25])([CH3:24])[C:22]#[N:23])=[CH:17][CH:16]=4)[C:5]=3[C:4]=2[CH:3]=1.[C:27]([O-])(=[O:29])[CH3:28].[Na+].O. Product: [C:27]([N:12]1[C:6]2[CH:7]=[N:8][C:9]3[CH:10]=[CH:11][C:2]([Cl:1])=[CH:3][C:4]=3[C:5]=2[N:14]([C:15]2[CH:20]=[CH:19][C:18]([C:21]([CH3:24])([CH3:25])[C:22]#[N:23])=[CH:17][CH:16]=2)[C:13]1=[O:26])(=[O:29])[CH3:28]. The catalyst class is: 152.